Task: Predict the reaction yield, written as a fraction of the theoretical maximum amount of product (1.0 means a 100% yield; for example, 0.34 means a 34% yield).. Dataset: Reaction yield outcomes from USPTO patents with 853,638 reactions The reactants are [CH2:1]1[CH:5]2[C@@H:6]3C=C[C@H]([CH:4]2C=[CH:2]1)C3.[C:11]([O:15][CH2:16][C:17]1[CH:22]=[CH:21][CH:20]=[CH:19][CH:18]=1)(=[O:14])[CH:12]=[CH2:13].C1(C=CC(O)=CC=1)O. No catalyst specified. The product is [CH2:16]([O:15][C:11]([CH:12]1[CH2:4][CH:5]2[CH2:6][CH:13]1[CH:2]=[CH:1]2)=[O:14])[C:17]1[CH:22]=[CH:21][CH:20]=[CH:19][CH:18]=1. The yield is 0.650.